Dataset: Forward reaction prediction with 1.9M reactions from USPTO patents (1976-2016). Task: Predict the product of the given reaction. (1) Given the reactants [OH:1][C:2]1[C:3](=[O:10])[CH:4]=[C:5]([CH2:8][OH:9])[O:6][CH:7]=1.C(=O)([O-])[O-].[K+].[K+].Cl[CH2:18][C:19]1[CH:24]=[CH:23][C:22]([O:25][CH3:26])=[CH:21][CH:20]=1, predict the reaction product. The product is: [OH:9][CH2:8][C:5]1[O:6][CH:7]=[C:2]([O:1][CH2:18][C:19]2[CH:24]=[CH:23][C:22]([O:25][CH3:26])=[CH:21][CH:20]=2)[C:3](=[O:10])[CH:4]=1. (2) The product is: [C:1]([C:5]1[CH:23]=[C:22]([F:24])[CH:21]=[CH:20][C:6]=1[O:7][CH:8]1[CH2:11][N:10]([C:12](=[O:19])[CH2:13][CH2:14][C:15]([OH:17])=[O:16])[CH2:9]1)([CH3:4])([CH3:2])[CH3:3]. Given the reactants [C:1]([C:5]1[CH:23]=[C:22]([F:24])[CH:21]=[CH:20][C:6]=1[O:7][CH:8]1[CH2:11][N:10]([C:12](=[O:19])[CH2:13][CH2:14][C:15]([O:17]C)=[O:16])[CH2:9]1)([CH3:4])([CH3:3])[CH3:2].[OH-].[Li+].Cl, predict the reaction product. (3) Given the reactants [Cl:1][C:2]1[CH:10]=[C:9]([C:11]([OH:13])=[O:12])[C:8]([N+:14]([O-])=O)=[CH:7][C:3]=1[C:4]([OH:6])=[O:5].C(=O)(O)[O-].[Na+].C, predict the reaction product. The product is: [NH2:14][C:8]1[CH:7]=[C:3]([C:4]([OH:6])=[O:5])[C:2]([Cl:1])=[CH:10][C:9]=1[C:11]([OH:13])=[O:12]. (4) Given the reactants [N:1]1([CH2:7][CH2:8][NH2:9])[CH2:6][CH2:5][O:4][CH2:3][CH2:2]1.C1([O:16][C:17](=O)[NH:18][C:19]2[S:20][C:21]3[CH:27]=[C:26]([S:28][C:29]#[N:30])[CH:25]=[CH:24][C:22]=3[N:23]=2)C=CC=CC=1, predict the reaction product. The product is: [N:1]1([CH2:7][CH2:8][NH:9][C:17]([NH:18][C:19]2[S:20][C:21]3[CH:27]=[C:26]([S:28][C:29]#[N:30])[CH:25]=[CH:24][C:22]=3[N:23]=2)=[O:16])[CH2:6][CH2:5][O:4][CH2:3][CH2:2]1. (5) The product is: [Cl:14][CH2:8][C:5]1[CH:6]=[CH:7][C:2]([F:1])=[C:3]([O:10][CH3:11])[CH:4]=1. Given the reactants [F:1][C:2]1[CH:7]=[CH:6][C:5]([CH2:8]O)=[CH:4][C:3]=1[O:10][CH3:11].S(Cl)([Cl:14])=O, predict the reaction product. (6) Given the reactants [NH2:1][C:2]1[O:3][CH2:4][C@:5]2([C:19]3[C:14](=[N:15][CH:16]=[C:17](Br)[CH:18]=3)[O:13][C:12]3[C:7]2=[CH:8][C:9]([OH:21])=[CH:10][CH:11]=3)[N:6]=1.C[Si](C)(C)[C:24]#[C:25][C:26]1([CH3:30])[CH2:29][O:28][CH2:27]1.[F-].C([N+](CCCC)(CCCC)CCCC)CCC, predict the reaction product. The product is: [NH2:1][C:2]1[O:3][CH2:4][C@:5]2([C:19]3[C:14](=[N:15][CH:16]=[C:17]([C:24]#[C:25][C:26]4([CH3:30])[CH2:29][O:28][CH2:27]4)[CH:18]=3)[O:13][C:12]3[C:7]2=[CH:8][C:9]([OH:21])=[CH:10][CH:11]=3)[N:6]=1. (7) Given the reactants FC1C=CC=CC=1NC(=O)NC1C=CC(C2SC(C3CCC(CC(O)=O)CC3)=NC=2)=CC=1.[F:33][C:34]1[CH:39]=[C:38]([F:40])[CH:37]=[C:36]([F:41])[C:35]=1[NH:42][C:43](=[O:71])[NH:44][C:45]1[CH:50]=[CH:49][C:48]([C:51]2[S:55][C:54]([CH:56]3[CH2:61][CH2:60][N:59]([CH:62]([CH3:70])[C:63]([O:65]C(C)(C)C)=[O:64])[CH2:58][CH2:57]3)=[N:53][CH:52]=2)=[CH:47][CH:46]=1.FC(F)(F)C(O)=O, predict the reaction product. The product is: [F:41][C:36]1[CH:37]=[C:38]([F:40])[CH:39]=[C:34]([F:33])[C:35]=1[NH:42][C:43](=[O:71])[NH:44][C:45]1[CH:50]=[CH:49][C:48]([C:51]2[S:55][C:54]([CH:56]3[CH2:61][CH2:60][N:59]([CH:62]([CH3:70])[C:63]([OH:65])=[O:64])[CH2:58][CH2:57]3)=[N:53][CH:52]=2)=[CH:47][CH:46]=1.